Dataset: Merck oncology drug combination screen with 23,052 pairs across 39 cell lines. Task: Regression. Given two drug SMILES strings and cell line genomic features, predict the synergy score measuring deviation from expected non-interaction effect. (1) Drug 1: COc1cccc2c1C(=O)c1c(O)c3c(c(O)c1C2=O)CC(O)(C(=O)CO)CC3OC1CC(N)C(O)C(C)O1. Drug 2: CCN(CC)CCNC(=O)c1c(C)[nH]c(C=C2C(=O)Nc3ccc(F)cc32)c1C. Cell line: NCIH460. Synergy scores: synergy=-1.47. (2) Drug 1: COc1cccc2c1C(=O)c1c(O)c3c(c(O)c1C2=O)CC(O)(C(=O)CO)CC3OC1CC(N)C(O)C(C)O1. Drug 2: C#Cc1cccc(Nc2ncnc3cc(OCCOC)c(OCCOC)cc23)c1. Cell line: EFM192B. Synergy scores: synergy=-19.3. (3) Drug 1: COC12C(COC(N)=O)C3=C(C(=O)C(C)=C(N)C3=O)N1CC1NC12. Drug 2: CC(C)CC(NC(=O)C(Cc1ccccc1)NC(=O)c1cnccn1)B(O)O. Cell line: DLD1. Synergy scores: synergy=3.95. (4) Synergy scores: synergy=58.0. Drug 2: NC(=O)c1cccc2cn(-c3ccc(C4CCCNC4)cc3)nc12. Drug 1: Cn1nnc2c(C(N)=O)ncn2c1=O. Cell line: VCAP. (5) Drug 1: CN(Cc1cnc2nc(N)nc(N)c2n1)c1ccc(C(=O)NC(CCC(=O)O)C(=O)O)cc1. Drug 2: COC1=C2CC(C)CC(OC)C(O)C(C)C=C(C)C(OC(N)=O)C(OC)C=CC=C(C)C(=O)NC(=CC1=O)C2=O. Cell line: SW620. Synergy scores: synergy=-26.1. (6) Drug 1: NC1(c2ccc(-c3nc4ccn5c(=O)[nH]nc5c4cc3-c3ccccc3)cc2)CCC1. Drug 2: NC1CCCCC1N.O=C(O)C(=O)O.[Pt+2]. Cell line: UWB1289. Synergy scores: synergy=5.71. (7) Drug 1: CS(=O)(=O)CCNCc1ccc(-c2ccc3ncnc(Nc4ccc(OCc5cccc(F)c5)c(Cl)c4)c3c2)o1. Drug 2: CCc1c2c(nc3ccc(O)cc13)-c1cc3c(c(=O)n1C2)COC(=O)C3(O)CC. Cell line: OCUBM. Synergy scores: synergy=15.2. (8) Drug 1: CC1CC2C3CCC4=CC(=O)C=CC4(C)C3(F)C(O)CC2(C)C1(O)C(=O)CO. Drug 2: O=C(O)C1(Cc2cccc(Nc3nccs3)n2)CCC(Oc2cccc(Cl)c2F)CC1. Cell line: RKO. Synergy scores: synergy=12.6. (9) Drug 1: N.N.O=C(O)C1(C(=O)O)CCC1.[Pt]. Drug 2: O=C(CCCCCCC(=O)Nc1ccccc1)NO. Cell line: OCUBM. Synergy scores: synergy=-13.7. (10) Drug 1: O=C(O)C1(Cc2cccc(Nc3nccs3)n2)CCC(Oc2cccc(Cl)c2F)CC1. Drug 2: NC1(c2ccc(-c3nc4ccn5c(=O)[nH]nc5c4cc3-c3ccccc3)cc2)CCC1. Cell line: SKOV3. Synergy scores: synergy=20.0.